From a dataset of Reaction yield outcomes from USPTO patents with 853,638 reactions. Predict the reaction yield, written as a fraction of the theoretical maximum amount of product (1.0 means a 100% yield; for example, 0.34 means a 34% yield). (1) The reactants are [C:1]([SiH2:5][O:6][C:7]([CH3:27])([CH3:26])[C:8]1[CH:13]=[C:12]([C:14]([F:17])([F:16])[F:15])[CH:11]=[CH:10][C:9]=1[C:18]([CH:20]1[CH2:25][CH2:24][CH2:23][CH2:22][CH2:21]1)=[O:19])([CH3:4])([CH3:3])[CH3:2].[OH-].[K+]. The catalyst is C(O)(C)C.C1(P(C2C=CC=CC=2)C2C=CC=CC=2CN[C@@H]2CCCC[C@H]2NCC2C=CC=CC=2P(C2C=CC=CC=2)C2C=CC=CC=2)C=CC=CC=1. The product is [C:1]([SiH2:5][O:6][C:7]([CH3:27])([CH3:26])[C:8]1[CH:13]=[C:12]([C:14]([F:16])([F:17])[F:15])[CH:11]=[CH:10][C:9]=1[C@H:18]([CH:20]1[CH2:25][CH2:24][CH2:23][CH2:22][CH2:21]1)[OH:19])([CH3:4])([CH3:2])[CH3:3]. The yield is 0.870. (2) The reactants are [CH3:1][N:2]([CH:4]=[O:5])[CH3:3].[Br:6][C:7]1C(O)=NC=[C:11]([I:13])[CH:12]=1.IC.C([O-])([O-])=O.[K+].[K+]. The catalyst is O. The product is [Br:6][C:7]1[C:4](=[O:5])[N:2]([CH3:3])[CH:1]=[C:11]([I:13])[CH:12]=1. The yield is 0.950. (3) The yield is 0.977. The product is [OH:12][C:11]1[C:10]([O:16][CH2:17][CH2:18][CH3:19])=[CH:9][C:6]([CH:7]=[O:8])=[CH:5][C:4]=1[N+:1]([O-:3])=[O:2]. The catalyst is C(Cl)Cl. The reactants are [N+:1]([C:4]1[CH:5]=[C:6]([CH:9]=[C:10]([O:16][CH2:17][CH2:18][CH3:19])[C:11]=1[O:12]CCC)[CH:7]=[O:8])([O-:3])=[O:2].[Al+3].[Cl-].[Cl-].[Cl-]. (4) The reactants are [OH-].[Li+].C[O:4][C:5](=[O:34])[C:6]1[CH:11]=[CH:10][CH:9]=[C:8]([NH:12][C:13]2[CH:18]=[CH:17][CH:16]=[C:15]([CH2:19][O:20][C:21]3[CH:26]=[CH:25][C:24]([C:27](=[O:29])[CH3:28])=[C:23]([OH:30])[C:22]=3[CH2:31][CH2:32][CH3:33])[CH:14]=2)[CH:7]=1.Cl. The catalyst is C(O)(C)C. The product is [C:27]([C:24]1[CH:25]=[CH:26][C:21]([O:20][CH2:19][C:15]2[CH:14]=[C:13]([NH:12][C:8]3[CH:7]=[C:6]([CH:11]=[CH:10][CH:9]=3)[C:5]([OH:34])=[O:4])[CH:18]=[CH:17][CH:16]=2)=[C:22]([CH2:31][CH2:32][CH3:33])[C:23]=1[OH:30])(=[O:29])[CH3:28]. The yield is 0.740. (5) The reactants are Cl[C:2]([C:5]([O:7][CH2:8][CH3:9])=[O:6])=[CH:3][O-].[K+].Cl.[Cl:12][C:13]1[CH:18]=[CH:17][N:16]=[C:15]([NH2:19])[CH:14]=1.C(=O)([O-])[O-].[Na+].[Na+]. The catalyst is CCO.O. The product is [Cl:12][C:13]1[CH:18]=[CH:17][N:16]2[C:2]([C:5]([O:7][CH2:8][CH3:9])=[O:6])=[CH:3][N:19]=[C:15]2[CH:14]=1. The yield is 0.880. (6) The reactants are N[C:2]1[S:11][C:5]2[CH2:6][N:7]([CH3:10])[CH2:8][CH2:9][C:4]=2[C:3]=1[C:12]([O:14][CH2:15][CH3:16])=[O:13].Cl.N([O-])=O.[Na+].P(=O)(O)(O)O. The catalyst is O1CCOCC1.O.C(OCC)C. The product is [CH3:10][N:7]1[CH2:8][CH2:9][C:4]2[C:3]([C:12]([O:14][CH2:15][CH3:16])=[O:13])=[CH:2][S:11][C:5]=2[CH2:6]1. The yield is 0.460. (7) The reactants are [C:1]([O:9][CH2:10][C:11]#[CH:12])(=[O:8])[C:2]1[CH:7]=[CH:6][CH:5]=[CH:4][CH:3]=1.C(N(CC)CC)C.[CH:20](=[N:22][OH:23])[CH3:21].Cl[O-].[Na+]. The catalyst is C(Cl)(Cl)Cl. The yield is 0.570. The product is [C:1]([O:9][CH2:10][C:11]1[O:23][N:22]=[C:20]([CH3:21])[CH:12]=1)(=[O:8])[C:2]1[CH:7]=[CH:6][CH:5]=[CH:4][CH:3]=1.